From a dataset of Forward reaction prediction with 1.9M reactions from USPTO patents (1976-2016). Predict the product of the given reaction. (1) Given the reactants [Cl:1][C:2]1[CH:3]=[C:4]([CH:8]=[CH:9][C:10]=1[CH:11]([CH3:25])[C:12]([C:18]1[CH:23]=[CH:22][N:21]=[C:20]([Cl:24])[CH:19]=1)([OH:17])[C:13]([F:16])([F:15])[F:14])[C:5](O)=[O:6].[CH2:26]([O:28][C:29]([C:31]1[N:32]=[C:33]([NH2:36])[O:34][CH:35]=1)=[O:30])[CH3:27].CN(C(ON1N=NC2C=CC=CC1=2)=[N+](C)C)C.F[P-](F)(F)(F)(F)F, predict the reaction product. The product is: [CH2:26]([O:28][C:29]([C:31]1[N:32]=[C:33]([NH:36][C:5](=[O:6])[C:4]2[CH:8]=[CH:9][C:10]([CH:11]([CH3:25])[C:12]([C:18]3[CH:23]=[CH:22][N:21]=[C:20]([Cl:24])[CH:19]=3)([OH:17])[C:13]([F:14])([F:15])[F:16])=[C:2]([Cl:1])[CH:3]=2)[O:34][CH:35]=1)=[O:30])[CH3:27]. (2) The product is: [OH:1][CH:2]([C:4]1[NH:12][C:11]2[C:6](=[N:7][CH:8]=[CH:9][C:10]=2[C:13]([OH:15])=[O:14])[CH:5]=1)[CH3:3]. Given the reactants [OH:1][CH:2]([C:4]1[NH:12][C:11]2[C:6](=[N:7][CH:8]=[CH:9][C:10]=2[C:13]([O:15]C)=[O:14])[CH:5]=1)[CH3:3], predict the reaction product. (3) Given the reactants [OH-:1].[Na+].[CH2:3]([SH:7])[C:4](O)=O.[CH3:8][O:9][C:10]1[CH:17]=[CH:16][C:13]([CH2:14]Cl)=[CH:12][C:11]=1[N+:18]([O-:20])=[O:19].Cl, predict the reaction product. The product is: [CH3:8][O:9][C:10]1[CH:17]=[CH:16][C:13]([CH2:14][CH2:4][C:3]([OH:1])=[S:7])=[CH:12][C:11]=1[N+:18]([O-:20])=[O:19]. (4) The product is: [F:35][C:36]1[CH:37]=[C:38]([CH:39]=[CH:40][CH:41]=1)[O:42][C:44]1[CH:49]=[CH:48][C:47]([C:50]2[C:59]3[C:54](=[CH:55][C:56]([S:60]([NH:63][C:64]4[CH:69]=[CH:68][N:67]=[CH:66][N:65]=4)(=[O:61])=[O:62])=[CH:57][CH:58]=3)[CH:53]=[CH:52][N:51]=2)=[C:46]([O:70][CH3:71])[CH:45]=1. Given the reactants C(P(C(C)(C)C)C1C(C)=C(C)C(C)=C(C)C=1C1C(C(C)C)=CC(C(C)C)=CC=1C(C)C)(C)(C)C.[F:35][C:36]1[CH:37]=[C:38]([OH:42])[CH:39]=[CH:40][CH:41]=1.Cl[C:44]1[CH:49]=[CH:48][C:47]([C:50]2[C:59]3[C:54](=[CH:55][C:56]([S:60]([NH:63][C:64]4[CH:69]=[CH:68][N:67]=[CH:66][N:65]=4)(=[O:62])=[O:61])=[CH:57][CH:58]=3)[CH:53]=[CH:52][N:51]=2)=[C:46]([O:70][CH3:71])[CH:45]=1.P([O-])([O-])([O-])=O.[K+].[K+].[K+].Cl, predict the reaction product. (5) Given the reactants [NH2:1][C:2]1[CH:10]=[CH:9][C:5]2[N:6]=[CH:7][NH:8][C:4]=2[CH:3]=1.[Cl:11][CH2:12][C:13](Cl)=[O:14], predict the reaction product. The product is: [Cl:11][CH2:12][C:13]([NH:1][C:2]1[CH:10]=[CH:9][C:5]2[NH:6][CH:7]=[N:8][C:4]=2[CH:3]=1)=[O:14]. (6) Given the reactants C(Cl)(=O)C(Cl)=O.ClC1C=C(C=CN=1)C(O)=O.[F:17][C:18]1[CH:23]=[CH:22][C:21]([S:24][C:25]2[CH:26]=[C:27]3C4(CCNCC4)C[N:31](C(OCC4C=CC=CC=4)=O)[C:28]3=[CH:29][CH:30]=2)=[CH:20][CH:19]=1.C(N(CC)C(C)C)(C)C, predict the reaction product. The product is: [F:17][C:18]1[CH:23]=[CH:22][C:21]([S:24][C:25]2[CH:26]=[CH:27][C:28]([NH2:31])=[CH:29][CH:30]=2)=[CH:20][CH:19]=1. (7) Given the reactants [OH:1][C:2]12[C:20]3[C:15](=[CH:16][CH:17]=[CH:18][CH:19]=3)[C:14](=[O:21])[C:3]1([NH:22][C:23](=[O:25])[CH3:24])[C:4]1[C:9]([O:10]2)=[CH:8][C:7]([CH:11]([CH3:13])[CH3:12])=[CH:6][CH:5]=1.[CH3:26][N:27]([CH3:29])[CH3:28].C1C[O:33]CC1, predict the reaction product. The product is: [C:23]([NH:22][C:3]1([C:4]2[CH:5]=[CH:6][C:7]([CH:11]([CH3:12])[CH3:13])=[CH:8][C:9]=2[O:10][C:26](=[O:33])[N:27]([CH3:29])[CH3:28])[C:14](=[O:21])[C:15]2[C:20](=[CH:19][CH:18]=[CH:17][CH:16]=2)[C:2]1=[O:1])(=[O:25])[CH3:24]. (8) The product is: [NH2:1][C:2]1[CH:11]=[CH:10][C:9]([C:12]([C:14]2[N:22]3[C:17]([C:18]([O:23][CH2:47][CH2:46][O:45][CH2:44][CH2:43][O:42][CH2:41][CH2:40][O:39][CH2:38][CH2:37][O:36][CH2:35][CH2:34][O:33][CH2:32][CH2:31][O:30][CH2:29][CH2:28][I:27])=[CH:19][CH:20]=[CH:21]3)=[C:16]([O:24][CH3:25])[C:15]=2[CH3:26])=[O:13])=[CH:8][C:3]=1[C:4]([O:6][CH3:7])=[O:5]. Given the reactants [NH2:1][C:2]1[CH:11]=[CH:10][C:9]([C:12]([C:14]2[N:22]3[C:17]([C:18]([OH:23])=[CH:19][CH:20]=[CH:21]3)=[C:16]([O:24][CH3:25])[C:15]=2[CH3:26])=[O:13])=[CH:8][C:3]=1[C:4]([O:6][CH3:7])=[O:5].[I:27][CH2:28][CH2:29][O:30][CH2:31][CH2:32][O:33][CH2:34][CH2:35][O:36][CH2:37][CH2:38][O:39][CH2:40][CH2:41][O:42][CH2:43][CH2:44][O:45][CH2:46][CH2:47]I.Cl, predict the reaction product.